This data is from Catalyst prediction with 721,799 reactions and 888 catalyst types from USPTO. The task is: Predict which catalyst facilitates the given reaction. Reactant: [F:1][C:2]1[CH:7]=[CH:6][CH:5]=[CH:4][C:3]=1[C:8](=[NH:10])[NH2:9].[Cl:11][C:12]([SH:15])(Cl)Cl.[OH-].[Na+]. Product: [Cl:11][C:12]1[S:15][N:9]=[C:8]([C:3]2[CH:4]=[CH:5][CH:6]=[CH:7][C:2]=2[F:1])[N:10]=1. The catalyst class is: 46.